Dataset: Reaction yield outcomes from USPTO patents with 853,638 reactions. Task: Predict the reaction yield, written as a fraction of the theoretical maximum amount of product (1.0 means a 100% yield; for example, 0.34 means a 34% yield). (1) The reactants are [CH2:1]([O:3][C:4](=[O:14])[CH2:5][CH2:6][NH:7][CH:8]1[CH2:13][CH2:12][CH2:11][CH2:10][CH2:9]1)[CH3:2].[CH2:15]([O:17][C:18]([C:20]1[C:21](Cl)=[N:22][C:23]([S:26][CH3:27])=[N:24][CH:25]=1)=[O:19])[CH3:16].C(N(C(C)C)CC)(C)C. The catalyst is C(Cl)Cl. The product is [CH2:15]([O:17][C:18]([C:20]1[C:21]([N:7]([CH:8]2[CH2:13][CH2:12][CH2:11][CH2:10][CH2:9]2)[CH2:6][CH2:5][C:4]([O:3][CH2:1][CH3:2])=[O:14])=[N:22][C:23]([S:26][CH3:27])=[N:24][CH:25]=1)=[O:19])[CH3:16]. The yield is 0.840. (2) The product is [Cl:36][C:37]1[N:42]=[C:41]([NH:27][C:28]2[CH:35]=[CH:34][CH:33]=[C:30]([C:31]#[N:32])[CH:29]=2)[C:40]([F:44])=[CH:39][N:38]=1. The yield is 0.860. The reactants are C1COC2C=CC(NC3C(F)=CN=C(NC4C=CC=C(O)C=4)N=3)=CC=2O1.[NH2:27][C:28]1[CH:29]=[C:30]([CH:33]=[CH:34][CH:35]=1)[C:31]#[N:32].[Cl:36][C:37]1[N:42]=[C:41](Cl)[C:40]([F:44])=[CH:39][N:38]=1. No catalyst specified. (3) The catalyst is CN(C=O)C. The product is [CH2:1]([O:3][C:4]1[CH:9]=[CH:8][CH:7]=[CH:6][C:5]=1[CH2:10][CH2:11][N:12]1[CH:16]=[C:15]([C:17]2[CH:22]=[C:21]([C:23]3[N:27]=[N:28][NH:29][N:24]=3)[CH:20]=[CH:19][N:18]=2)[N:14]=[CH:13]1)[CH3:2]. The reactants are [CH2:1]([O:3][C:4]1[CH:9]=[CH:8][CH:7]=[CH:6][C:5]=1[CH2:10][CH2:11][N:12]1[CH:16]=[C:15]([C:17]2[CH:22]=[C:21]([C:23]#[N:24])[CH:20]=[CH:19][N:18]=2)[N:14]=[CH:13]1)[CH3:2].[NH4+].[Cl-].[N-:27]=[N+:28]=[N-:29].[Na+].Cl.[OH-].[Na+]. The yield is 0.560. (4) The reactants are [N+:1]([C:4]1[N:9]=[CH:8][C:7]([C:10]2[CH2:15][CH2:14][N:13]([C:16]([O:18][C:19]([CH3:22])([CH3:21])[CH3:20])=[O:17])[CH2:12][CH:11]=2)=[CH:6][CH:5]=1)([O-])=O. The catalyst is [Pd].CO. The product is [NH2:1][C:4]1[N:9]=[CH:8][C:7]([CH:10]2[CH2:15][CH2:14][N:13]([C:16]([O:18][C:19]([CH3:22])([CH3:21])[CH3:20])=[O:17])[CH2:12][CH2:11]2)=[CH:6][CH:5]=1. The yield is 0.780. (5) The reactants are [N:1]1[CH:6]=[CH:5][CH:4]=[C:3](/[C:7](/[CH3:14])=[CH:8]/[C:9]([O:11][CH2:12][CH3:13])=[O:10])[CH:2]=1. The catalyst is [Pd].CCO. The product is [N:1]1[CH:6]=[CH:5][CH:4]=[C:3]([CH:7]([CH3:14])[CH2:8][C:9]([O:11][CH2:12][CH3:13])=[O:10])[CH:2]=1. The yield is 1.00.